This data is from Experimentally validated miRNA-target interactions with 360,000+ pairs, plus equal number of negative samples. The task is: Binary Classification. Given a miRNA mature sequence and a target amino acid sequence, predict their likelihood of interaction. (1) The miRNA is hsa-miR-6816-3p with sequence GAAGGACCUGCACCUUCG. The protein sequence of the target gene is METNFSIPLNETEEVLPEPAGHTVLWIFSLLVHGVTFVFGVLGNGLVIWVAGFRMTRTVNTICYLNLALADFSFSAILPFRMVSVAMREKWPFGSFLCKLVHVMIDINLFVSVYLITIIALDRCICVLHPAWAQNHRTMSLAKRVMTGLWIFTIVLTLPNFIFWTTISTTNGDTYCIFNFAFWGDTAVERLNVFITMAKVFLILHFIIGFSVPMSIITVCYGIIAAKIHRNHMIKSSRPLRVFAAVVASFFICWFPYELIGILMAVWLKEMLLNGKYKIILVLINPTSSLAFFNSCLNPI.... Result: 0 (no interaction). (2) The protein sequence of the target gene is MLRLLRLALAFYGRTADPAERQGPQQQGLPQGDTQLTTVQGVVTSFCGDYGMIDESIYFSSDVVTGNVPLKVGQKVNVVVEEDKPHYGLRAIKVDVVPRHLYGAGPSDSGTRVLIGCVTSINEDNIYISNSIYFSIAIVSEDFVPYKGDLLEVEYSTEPGISNIKATSVKPIRCIHTEEVCITSVHGRNGVIDYTIFFTLDSVKLPDGYVPQVDDIVNVVMVESIQFCFIWRAISITPVHKSSSGFQDDGGLGRPKRERRSQSI. Result: 0 (no interaction). The miRNA is mmu-miR-145a-5p with sequence GUCCAGUUUUCCCAGGAAUCCCU. (3) The miRNA is hsa-miR-4709-3p with sequence UUGAAGAGGAGGUGCUCUGUAGC. The protein sequence of the target gene is MATATPVPPRMGSRAGGPTTPLSPTRLSRLQEKEELRELNDRLAVYIDKVRSLETENSALQLQVTEREEVRGRELTGLKALYETELADARRALDDTARERAKLQIELGKCKAEHDQLLLNYAKKESDLNGAQIKLREYEAALNSKDAALATALGDKKSLEGDLEDLKDQIAQLEASLAAAKKQLADETLLKVDLENRCQSLTEDLEFRKSMYEEEINETRRKHETRLVEVDSGRQIEYEYKLAQALHEMREQHDAQVRLYKEELEQTYHAKLENARLSSEMNTSTVNSAREELMESRMRI.... Result: 1 (interaction). (4) The miRNA is hsa-miR-122-5p with sequence UGGAGUGUGACAAUGGUGUUUG. The protein sequence of the target gene is MSDQEAKPSTEDLGDKKEGEYIKLKVIGQDSSEIHFKVKMTTHLKKLKESYCQRQGVPMNSLRFLFEGQRIADNHTPKELGMEEEDVIEVYQEQTGGHSTV. Result: 1 (interaction). (5) The miRNA is mmu-miR-1188-5p with sequence UGGUGUGAGGUUGGGCCAGGA. The protein sequence of the target gene is MPAESGKRFKPSKYVPVSAAAIFLVGATTLFFAFTCPGLSLNVSPAVPIYNAIMFLFVLANFSMATFMDPGIFPRAEEDEDKEDDFRAPLYKTVEIKGIQVRMKWCATCRFYRPPRCSHCSVCDNCVEEFDHHCPWVNNCIGRRNYRYFFLFLLSLTAHIMGVFGFGLLYVLYHIEELSGVRTAVTMAVMCVAGLFFIPVAGLTGFHVVLVARGRTTNEQVTGKFRGGVNPFTNGCCNNVSRVLCSSPAPRYLGRPKKEKTIVIRPPFLRPEVSDGQITVKIMDNGIQGELRRTKSKGSL.... Result: 0 (no interaction).